Dataset: Full USPTO retrosynthesis dataset with 1.9M reactions from patents (1976-2016). Task: Predict the reactants needed to synthesize the given product. (1) Given the product [C:18]([C:15]1[CH:16]=[CH:17][C:12]([S:9]([NH:8][C:7]2[C:2]([N:23]3[C:31]4[C:26](=[N:27][CH:28]=[CH:29][CH:30]=4)[CH:25]=[N:24]3)=[N:3][CH:4]=[C:5]([Cl:22])[CH:6]=2)(=[O:11])=[O:10])=[CH:13][CH:14]=1)([CH3:21])([CH3:20])[CH3:19], predict the reactants needed to synthesize it. The reactants are: Br[C:2]1[C:7]([NH:8][S:9]([C:12]2[CH:17]=[CH:16][C:15]([C:18]([CH3:21])([CH3:20])[CH3:19])=[CH:14][CH:13]=2)(=[O:11])=[O:10])=[CH:6][C:5]([Cl:22])=[CH:4][N:3]=1.[NH:23]1[C:31]2[C:26](=[N:27][CH:28]=[CH:29][CH:30]=2)[CH:25]=[N:24]1.CN[C@@H]1CCCC[C@H]1NC.C(=O)([O-])[O-].[Cs+].[Cs+]. (2) Given the product [C:23]([O:22][C:20]([NH:19][C@@:13]12[CH2:14][C@H:15]([CH3:18])[C@@H:16]1[CH2:17][NH:11][CH2:12]2)=[O:21])([CH3:26])([CH3:24])[CH3:25], predict the reactants needed to synthesize it. The reactants are: C(OC([N:11]1[CH2:17][C@@H:16]2[C@@:13]([NH:19][C:20]([O:22][C:23]([CH3:26])([CH3:25])[CH3:24])=[O:21])([CH2:14][C@@H:15]2[CH3:18])[CH2:12]1)=O)C1C=CC=CC=1.[H][H].